This data is from Reaction yield outcomes from USPTO patents with 853,638 reactions. The task is: Predict the reaction yield, written as a fraction of the theoretical maximum amount of product (1.0 means a 100% yield; for example, 0.34 means a 34% yield). (1) The reactants are [NH2:1][C:2]1[CH:7]=[CH:6][C:5]([CH3:8])=[CH:4][C:3]=1[S:9]([NH2:12])(=[O:11])=[O:10].[Br:13][C:14]1[CH:15]=[C:16]([S:20](Cl)(=[O:22])=[O:21])[CH:17]=[CH:18][CH:19]=1. The catalyst is N1C=CC=CC=1. The product is [Br:13][C:14]1[CH:15]=[C:16]([S:20]([NH:1][C:2]2[CH:7]=[CH:6][C:5]([CH3:8])=[CH:4][C:3]=2[S:9]([NH2:12])(=[O:10])=[O:11])(=[O:22])=[O:21])[CH:17]=[CH:18][CH:19]=1. The yield is 0.630. (2) The reactants are [S:1]1[C:9]2[C:4](=[N:5][C:6]([CH2:10][CH2:11][NH2:12])=[CH:7][CH:8]=2)[CH:3]=[CH:2]1.[Br:13][C:14]1[CH:23]=[CH:22][CH:21]=[C:20]([CH2:24]Br)[C:15]=1[C:16](OC)=[O:17]. The catalyst is C(O)C. The product is [Br:13][C:14]1[CH:23]=[CH:22][CH:21]=[C:20]2[C:15]=1[C:16](=[O:17])[N:12]([CH2:11][CH2:10][C:6]1[N:5]=[C:4]3[CH:3]=[CH:2][S:1][C:9]3=[CH:8][CH:7]=1)[CH2:24]2. The yield is 0.410.